Predict the product of the given reaction. From a dataset of Forward reaction prediction with 1.9M reactions from USPTO patents (1976-2016). (1) Given the reactants [CH2:1]([O:3][C:4](=[O:39])[CH2:5][CH2:6][CH2:7][N:8]1[C:12]2[N:13]=[C:14]([CH3:38])[N:15]=[C:16]([NH:17][CH2:18][C@H:19]([NH:27]C(OCC3C=CC=CC=3)=O)[C:20]([O:22][C:23]([CH3:26])([CH3:25])[CH3:24])=[O:21])[C:11]=2[CH:10]=[CH:9]1)[CH3:2].C(O)(=O)C, predict the reaction product. The product is: [CH2:1]([O:3][C:4](=[O:39])[CH2:5][CH2:6][CH2:7][N:8]1[C:12]2[N:13]=[C:14]([CH3:38])[N:15]=[C:16]([NH:17][CH2:18][C@H:19]([NH2:27])[C:20]([O:22][C:23]([CH3:24])([CH3:25])[CH3:26])=[O:21])[C:11]=2[CH:10]=[CH:9]1)[CH3:2]. (2) Given the reactants [F:1][C:2]1[CH:8]=[CH:7][C:5]([NH2:6])=[CH:4][C:3]=1[N+:9]([O-:11])=[O:10].[C:12](O[C:12]([O:14][C:15]([CH3:18])([CH3:17])[CH3:16])=[O:13])([O:14][C:15]([CH3:18])([CH3:17])[CH3:16])=[O:13], predict the reaction product. The product is: [F:1][C:2]1[CH:8]=[CH:7][C:5]([NH:6][C:12](=[O:13])[O:14][C:15]([CH3:18])([CH3:17])[CH3:16])=[CH:4][C:3]=1[N+:9]([O-:11])=[O:10]. (3) Given the reactants [OH:1][C:2]1[CH:3]=[C:4]([CH2:8][C:9]([OH:11])=O)[CH:5]=[CH:6][CH:7]=1.O[N:13]1[C:17]2[CH:18]=[CH:19][CH:20]=[CH:21][C:16]=2N=N1.Cl.CN(C)[CH2:25][CH2:26][CH2:27]N=C=NCC.[CH3:34]N(C)C=O, predict the reaction product. The product is: [OH:1][C:2]1[CH:3]=[C:4]([CH2:8][C:9]([NH:13][C:17]2[C:16]3[C:21](=[CH:34][CH:27]=[CH:26][CH:25]=3)[CH:20]=[CH:19][CH:18]=2)=[O:11])[CH:5]=[CH:6][CH:7]=1. (4) Given the reactants [Br:1][C:2]1[CH:7]=[CH:6][C:5]([C:8]2[N:9]=[C:10]([N:13]3[C@H:17]([CH2:18]O)[CH2:16][O:15][C:14]3=[O:20])[S:11][CH:12]=2)=[CH:4][CH:3]=1.C(N(S(F)(F)F)CC)C.C(Cl)[Cl:31], predict the reaction product. The product is: [Br:1][C:2]1[CH:7]=[CH:6][C:5]([C:8]2[N:9]=[C:10]([N:13]3[C@H:17]([CH2:18][Cl:31])[CH2:16][O:15][C:14]3=[O:20])[S:11][CH:12]=2)=[CH:4][CH:3]=1. (5) Given the reactants [Na:1].C(C1(CCO[C:17]2[CH:22]=[CH:21][N:20]=[C:19]([CH2:23][S:24]([C:26]3[NH:30][C:29]4[CH:31]=[CH:32][CH:33]=[CH:34][C:28]=4[N:27]=3)=[O:25])[C:18]=2[CH3:35])OCC2(OCCO2)CO1)C.ClC1C=CC=C(C(OO)=O)C=1.[CH2:47]([C:49]1([CH2:56][CH3:57])[O:53][CH:52]([CH2:54][OH:55])[CH2:51][O:50]1)[CH3:48], predict the reaction product. The product is: [Na:1].[CH2:56]([C:49]1([CH2:47][CH3:48])[O:53][CH:52]([CH2:54][O:55][C:17]2[CH:22]=[CH:21][N:20]=[C:19]([CH2:23][S:24]([C:26]3[NH:30][C:29]4[CH:31]=[CH:32][CH:33]=[CH:34][C:28]=4[N:27]=3)=[O:25])[C:18]=2[CH3:35])[CH2:51][O:50]1)[CH3:57]. (6) The product is: [O:1]1[CH2:6][CH2:5][N:4]([C:7]2[C:12]([F:36])=[C:11]([N:13]3[CH2:18][CH2:17][O:16][CH2:15][CH2:14]3)[N:10]=[C:9]([N:19]3[CH2:20][CH2:21][N:22]([C:25]4[CH:30]=[CH:29][CH:28]=[CH:27][CH:26]=4)[CH2:23][CH2:24]3)[N:8]=2)[CH2:3][CH2:2]1. Given the reactants [O:1]1[CH2:6][CH2:5][N:4]([C:7]2[CH:12]=[C:11]([N:13]3[CH2:18][CH2:17][O:16][CH2:15][CH2:14]3)[N:10]=[C:9]([N:19]3[CH2:24][CH2:23][N:22]([C:25]4[CH:30]=[CH:29][CH:28]=[CH:27][CH:26]=4)[CH2:21][CH2:20]3)[N:8]=2)[CH2:3][CH2:2]1.[O-]S(C(F)(F)[F:36])(=O)=O.F[N+]1C(C)=CC(C)=CC=1C.O, predict the reaction product. (7) Given the reactants [I:1][CH3:2].[N:3]1[CH:8]=[CH:7][CH:6]=[CH:5][C:4]=1[CH2:9][O:10][C:11]1[CH:16]=[CH:15][C:14]([C:17]2[CH:21]=[C:20]([CH2:22][O:23][C:24](=[O:26])[NH2:25])[O:19][N:18]=2)=[CH:13][CH:12]=1, predict the reaction product. The product is: [I-:1].[C:24]([O:23][CH2:22][C:20]1[O:19][N:18]=[C:17]([C:14]2[CH:13]=[CH:12][C:11]([O:10][CH2:9][C:4]3[CH:5]=[CH:6][CH:7]=[CH:8][N+:3]=3[CH3:2])=[CH:16][CH:15]=2)[CH:21]=1)(=[O:26])[NH2:25]. (8) Given the reactants [NH2:1][C:2]1[CH:22]=[C:21]([C:23]2[N:27]=[C:26]([CH3:28])[O:25][N:24]=2)[CH:20]=[CH:19][C:3]=1[CH2:4][NH:5][C:6](=[O:18])[C:7]1[CH:12]=[C:11]([O:13][CH3:14])[C:10]([CH3:15])=[C:9]([O:16][CH3:17])[CH:8]=1.Br[C:30]1[CH:35]=[CH:34][CH:33]=[CH:32][CH:31]=1.[OH-].[K+].O, predict the reaction product. The product is: [CH3:17][O:16][C:9]1[CH:8]=[C:7]([CH:12]=[C:11]([O:13][CH3:14])[C:10]=1[CH3:15])[C:6]([NH:5][CH2:4][C:3]1[CH:19]=[CH:20][C:21]([C:23]2[N:27]=[C:26]([CH3:28])[O:25][N:24]=2)=[CH:22][C:2]=1[NH:1][C:30]1[CH:35]=[CH:34][CH:33]=[CH:32][CH:31]=1)=[O:18].